Dataset: Forward reaction prediction with 1.9M reactions from USPTO patents (1976-2016). Task: Predict the product of the given reaction. Given the reactants [CH3:1][O:2]/[C:3](=[CH:7]\[C:8]1[CH:9]=[C:10]2[C:14](=[CH:15][CH:16]=1)[N:13]([CH2:17][C:18]1[N:19]=[C:20]([C:24]3[CH:29]=[CH:28][CH:27]=[CH:26][CH:25]=3)[O:21][C:22]=1[CH3:23])[CH:12]=[CH:11]2)/[C:4]([OH:6])=[O:5].[H][H], predict the reaction product. The product is: [CH3:1][O:2][CH:3]([CH2:7][C:8]1[CH:9]=[C:10]2[C:14](=[CH:15][CH:16]=1)[N:13]([CH2:17][C:18]1[N:19]=[C:20]([C:24]3[CH:25]=[CH:26][CH:27]=[CH:28][CH:29]=3)[O:21][C:22]=1[CH3:23])[CH:12]=[CH:11]2)[C:4]([OH:6])=[O:5].